Dataset: Catalyst prediction with 721,799 reactions and 888 catalyst types from USPTO. Task: Predict which catalyst facilitates the given reaction. (1) Reactant: [CH3:1][CH2:2][CH2:3][CH2:4][C:5]1[N:9]([CH2:10][C:11]2[CH:12]=[CH:13][C:14]([C:17]([OH:19])=[O:18])=[CH:15][CH:16]=2)[C:8](/[CH:20]=[C:21](/[C:28]([OH:30])=[O:29])\[CH2:22][C:23]2[S:27][CH:26]=[CH:25][CH:24]=2)=[CH:7][N:6]=1.[CH3:31][S:32]([OH:35])(=[O:34])=[O:33]. Product: [CH3:1][CH2:2][CH2:3][CH2:4][C:5]1[N:9]([CH2:10][C:11]2[CH:12]=[CH:13][C:14]([C:17]([OH:19])=[O:18])=[CH:15][CH:16]=2)[C:8](/[CH:20]=[C:21](/[C:28]([OH:30])=[O:29])\[CH2:22][C:23]2[S:27][CH:26]=[CH:25][CH:24]=2)=[CH:7][N:6]=1.[CH3:31][S:32]([OH:35])(=[O:34])=[O:33]. The catalyst class is: 21. (2) Product: [OH:9][C:4]1[CH:3]=[CH:2][CH:1]=[CH:6][C:5]=1[CH:7]=[C:14]1[C:13](=[O:17])[NH:12][C:11](=[O:18])[NH:10][C:15]1=[O:16]. Reactant: [CH:1]1[CH:6]=[C:5]([CH:7]=O)[C:4]([OH:9])=[CH:3][CH:2]=1.[NH:10]1[C:15](=[O:16])[CH2:14][C:13](=[O:17])[NH:12][C:11]1=[O:18]. The catalyst class is: 6. (3) Reactant: [Br:1][C:2]1[CH:7]=[CH:6][C:5]([C@H:8]([NH2:10])[CH3:9])=[CH:4][CH:3]=1.[C:11](OC(=O)C)(=[O:13])[CH3:12].N1C=CC=CC=1. Product: [Br:1][C:2]1[CH:7]=[CH:6][C:5]([C@H:8]([NH:10][C:11](=[O:13])[CH3:12])[CH3:9])=[CH:4][CH:3]=1. The catalyst class is: 2. (4) Reactant: [OH:1][C:2]1[CH:11]=[C:10]2[C:5]([C:6]([O:12][C:13]3[CH:14]=[C:15]4[C:19](=[CH:20][CH:21]=3)[NH:18][C:17]([CH3:22])=[CH:16]4)=[N:7][CH:8]=[N:9]2)=[CH:4][CH:3]=1.[C:36]1(P([C:36]2[CH:41]=[CH:40][CH:39]=[CH:38][CH:37]=2)[C:36]2[CH:41]=[CH:40][CH:39]=[CH:38][CH:37]=2)[CH:41]=[CH:40][CH:39]=[CH:38][CH:37]=1.OCC1CC[N:47]([C:50]([O:52][C:53]([CH3:56])([CH3:55])[CH3:54])=[O:51])CC1.N(C(OC(C)C)=O)=NC(OC(C)C)=O. Product: [C:53]([O:52][C:50]([N:47]1[CH2:37][CH2:38][CH2:39][CH2:40][CH:41]1[CH2:36][O:1][C:2]1[CH:11]=[C:10]2[C:5]([C:6]([O:12][C:13]3[CH:14]=[C:15]4[C:19](=[CH:20][CH:21]=3)[NH:18][C:17]([CH3:22])=[CH:16]4)=[N:7][CH:8]=[N:9]2)=[CH:4][CH:3]=1)=[O:51])([CH3:56])([CH3:55])[CH3:54]. The catalyst class is: 2. (5) Reactant: [Cl:1][C:2]1[CH:7]=[C:6]([F:8])[CH:5]=[CH:4][C:3]=1/[C:9](/[CH2:37][CH3:38])=[C:10](\[C:26]1[CH:31]=[CH:30][C:29](/[CH:32]=[CH:33]/[C:34](O)=[O:35])=[CH:28][CH:27]=1)/[C:11]1[CH:12]=[C:13]2[C:17](=[CH:18][CH:19]=1)[N:16](C1CCCCO1)[N:15]=[CH:14]2.[CH2:39]([CH2:41][NH2:42])[OH:40].C(N(CC)CC)C.CN(C(ON1N=NC2C=CC=NC1=2)=[N+](C)C)C.F[P-](F)(F)(F)(F)F. Product: [Cl:1][C:2]1[CH:7]=[C:6]([F:8])[CH:5]=[CH:4][C:3]=1/[C:9](/[CH2:37][CH3:38])=[C:10](\[C:26]1[CH:31]=[CH:30][C:29](/[CH:32]=[CH:33]/[C:34]([NH:42][CH2:41][CH2:39][OH:40])=[O:35])=[CH:28][CH:27]=1)/[C:11]1[CH:12]=[C:13]2[C:17](=[CH:18][CH:19]=1)[NH:16][N:15]=[CH:14]2. The catalyst class is: 3. (6) Reactant: Br[C:2]1[CH:3]=[C:4]2[C:8](=[CH:9][CH:10]=1)[C:7](=[O:11])[C:6]([O:14][CH3:15])([O:12][CH3:13])[C:5]2=[O:16].[B:17]1([B:17]2[O:21][C:20]([CH3:23])([CH3:22])[C:19]([CH3:25])([CH3:24])[O:18]2)[O:21][C:20]([CH3:23])([CH3:22])[C:19]([CH3:25])([CH3:24])[O:18]1.C(Cl)Cl. Product: [CH3:13][O:12][C:6]1([O:14][CH3:15])[C:5](=[O:16])[C:4]2[C:8](=[CH:9][CH:10]=[C:2]([B:17]3[O:21][C:20]([CH3:23])([CH3:22])[C:19]([CH3:25])([CH3:24])[O:18]3)[CH:3]=2)[C:7]1=[O:11]. The catalyst class is: 75.